Dataset: NCI-60 drug combinations with 297,098 pairs across 59 cell lines. Task: Regression. Given two drug SMILES strings and cell line genomic features, predict the synergy score measuring deviation from expected non-interaction effect. (1) Drug 2: CCN(CC)CCNC(=O)C1=C(NC(=C1C)C=C2C3=C(C=CC(=C3)F)NC2=O)C. Synergy scores: CSS=9.66, Synergy_ZIP=-4.17, Synergy_Bliss=-0.193, Synergy_Loewe=2.45, Synergy_HSA=2.50. Cell line: UO-31. Drug 1: CCC1=CC2CC(C3=C(CN(C2)C1)C4=CC=CC=C4N3)(C5=C(C=C6C(=C5)C78CCN9C7C(C=CC9)(C(C(C8N6C)(C(=O)OC)O)OC(=O)C)CC)OC)C(=O)OC.C(C(C(=O)O)O)(C(=O)O)O. (2) Synergy scores: CSS=20.1, Synergy_ZIP=-0.292, Synergy_Bliss=-1.07, Synergy_Loewe=1.35, Synergy_HSA=-0.624. Cell line: RPMI-8226. Drug 2: C#CCC(CC1=CN=C2C(=N1)C(=NC(=N2)N)N)C3=CC=C(C=C3)C(=O)NC(CCC(=O)O)C(=O)O. Drug 1: COC1=C(C=C2C(=C1)N=CN=C2NC3=CC(=C(C=C3)F)Cl)OCCCN4CCOCC4. (3) Drug 1: C(=O)(N)NO. Drug 2: CCN(CC)CCCC(C)NC1=C2C=C(C=CC2=NC3=C1C=CC(=C3)Cl)OC. Cell line: A498. Synergy scores: CSS=19.9, Synergy_ZIP=-6.72, Synergy_Bliss=-4.69, Synergy_Loewe=-15.2, Synergy_HSA=-3.12. (4) Drug 1: CC12CCC3C(C1CCC2O)C(CC4=C3C=CC(=C4)O)CCCCCCCCCS(=O)CCCC(C(F)(F)F)(F)F. Drug 2: CN(C(=O)NC(C=O)C(C(C(CO)O)O)O)N=O. Cell line: MCF7. Synergy scores: CSS=-4.46, Synergy_ZIP=4.06, Synergy_Bliss=1.54, Synergy_Loewe=-4.47, Synergy_HSA=-5.10. (5) Drug 1: C1=NC2=C(N1)C(=S)N=CN2. Drug 2: C1=NC2=C(N=C(N=C2N1C3C(C(C(O3)CO)O)F)Cl)N. Cell line: UACC62. Synergy scores: CSS=1.35, Synergy_ZIP=-0.985, Synergy_Bliss=-1.10, Synergy_Loewe=-1.45, Synergy_HSA=-2.04.